This data is from NCI-60 drug combinations with 297,098 pairs across 59 cell lines. The task is: Regression. Given two drug SMILES strings and cell line genomic features, predict the synergy score measuring deviation from expected non-interaction effect. (1) Drug 1: CC1=CC2C(CCC3(C2CCC3(C(=O)C)OC(=O)C)C)C4(C1=CC(=O)CC4)C. Drug 2: CC(C)NC(=O)C1=CC=C(C=C1)CNNC.Cl. Cell line: SNB-75. Synergy scores: CSS=-8.58, Synergy_ZIP=3.37, Synergy_Bliss=-0.658, Synergy_Loewe=-6.59, Synergy_HSA=-6.19. (2) Drug 1: CN1C(=O)N2C=NC(=C2N=N1)C(=O)N. Drug 2: C1CN(CCN1C(=O)CCBr)C(=O)CCBr. Cell line: EKVX. Synergy scores: CSS=3.70, Synergy_ZIP=0.551, Synergy_Bliss=1.95, Synergy_Loewe=-9.29, Synergy_HSA=-5.19.